This data is from TCR-epitope binding with 47,182 pairs between 192 epitopes and 23,139 TCRs. The task is: Binary Classification. Given a T-cell receptor sequence (or CDR3 region) and an epitope sequence, predict whether binding occurs between them. (1) The epitope is LPAADLDDF. The TCR CDR3 sequence is CASSPGGATEAFF. Result: 0 (the TCR does not bind to the epitope). (2) The TCR CDR3 sequence is CASSPDRAHTIYF. Result: 0 (the TCR does not bind to the epitope). The epitope is IIKDYGKQM. (3) The epitope is EEHVQIHTI. The TCR CDR3 sequence is CASSSRTEGSTDTQYF. Result: 1 (the TCR binds to the epitope). (4) The epitope is KPLEFGATSAAL. The TCR CDR3 sequence is CASSLVQKGTEAFF. Result: 0 (the TCR does not bind to the epitope). (5) The epitope is TEILPVSMTK. The TCR CDR3 sequence is CASRTSGSRDEQFF. Result: 0 (the TCR does not bind to the epitope). (6) The epitope is LEPLVDLPI. The TCR CDR3 sequence is CASSLRTGEANYGYTF. Result: 1 (the TCR binds to the epitope). (7) The epitope is FLNRFTTTL. The TCR CDR3 sequence is CASSYTGVEQYF. Result: 0 (the TCR does not bind to the epitope). (8) The epitope is YEGNSPFHPL. The TCR CDR3 sequence is CAISESITDISYEQYF. Result: 0 (the TCR does not bind to the epitope). (9) The epitope is FLPRVFSAV. The TCR CDR3 sequence is CASSRSGGAGELFF. Result: 0 (the TCR does not bind to the epitope).